From a dataset of Full USPTO retrosynthesis dataset with 1.9M reactions from patents (1976-2016). Predict the reactants needed to synthesize the given product. (1) The reactants are: CO[C:3]([C:5]1[CH:10]=[N:9][C:8]([O:11][C:12]2[C:17]3[CH2:18][C:19]([CH3:22])([CH3:21])[O:20][C:16]=3[CH:15]=[C:14]([C:23](=[O:31])[NH:24][C:25]3[CH:29]=[CH:28][N:27]([CH3:30])[N:26]=3)[CH:13]=2)=[CH:7][N:6]=1)=[O:4].[NH:32]1[CH2:35][CH2:34][CH2:33]1. Given the product [CH3:30][N:27]1[CH:28]=[CH:29][C:25]([NH:24][C:23]([C:14]2[CH:13]=[C:12]([O:11][C:8]3[CH:7]=[N:6][C:5]([C:3]([N:32]4[CH2:35][CH2:34][CH2:33]4)=[O:4])=[CH:10][N:9]=3)[C:17]3[CH2:18][C:19]([CH3:22])([CH3:21])[O:20][C:16]=3[CH:15]=2)=[O:31])=[N:26]1, predict the reactants needed to synthesize it. (2) Given the product [CH3:13][O:14][CH2:15][C@@H:16]1[CH2:20][CH2:19][C@@H:18]([CH2:21][O:22][CH3:23])[N:17]1[C:2]1[NH:10][C:9]2[C:4](=[N:5][CH:6]=[CH:7][CH:8]=2)[C:3]=1[C:11]#[N:12], predict the reactants needed to synthesize it. The reactants are: Cl[C:2]1[NH:10][C:9]2[C:4](=[N:5][CH:6]=[CH:7][CH:8]=2)[C:3]=1[C:11]#[N:12].[CH3:13][O:14][CH2:15][C@@H:16]1[CH2:20][CH2:19][C@@H:18]([CH2:21][O:22][CH3:23])[NH:17]1.